Dataset: NCI-60 drug combinations with 297,098 pairs across 59 cell lines. Task: Regression. Given two drug SMILES strings and cell line genomic features, predict the synergy score measuring deviation from expected non-interaction effect. (1) Drug 1: CC1=C(C=C(C=C1)NC2=NC=CC(=N2)N(C)C3=CC4=NN(C(=C4C=C3)C)C)S(=O)(=O)N.Cl. Drug 2: CS(=O)(=O)C1=CC(=C(C=C1)C(=O)NC2=CC(=C(C=C2)Cl)C3=CC=CC=N3)Cl. Cell line: HL-60(TB). Synergy scores: CSS=-2.09, Synergy_ZIP=21.4, Synergy_Bliss=25.8, Synergy_Loewe=-1.53, Synergy_HSA=2.58. (2) Drug 1: CC1=C2C(C(=O)C3(C(CC4C(C3C(C(C2(C)C)(CC1OC(=O)C(C(C5=CC=CC=C5)NC(=O)C6=CC=CC=C6)O)O)OC(=O)C7=CC=CC=C7)(CO4)OC(=O)C)O)C)OC(=O)C. Drug 2: CN(C(=O)NC(C=O)C(C(C(CO)O)O)O)N=O. Cell line: OVCAR-8. Synergy scores: CSS=20.7, Synergy_ZIP=-4.34, Synergy_Bliss=-7.08, Synergy_Loewe=-54.2, Synergy_HSA=-7.47.